Dataset: NCI-60 drug combinations with 297,098 pairs across 59 cell lines. Task: Regression. Given two drug SMILES strings and cell line genomic features, predict the synergy score measuring deviation from expected non-interaction effect. (1) Drug 1: CC1=CC=C(C=C1)C2=CC(=NN2C3=CC=C(C=C3)S(=O)(=O)N)C(F)(F)F. Cell line: SF-268. Synergy scores: CSS=-3.89, Synergy_ZIP=1.81, Synergy_Bliss=0.268, Synergy_Loewe=-3.01, Synergy_HSA=-3.48. Drug 2: CS(=O)(=O)OCCCCOS(=O)(=O)C. (2) Drug 1: CCC1=C2CN3C(=CC4=C(C3=O)COC(=O)C4(CC)O)C2=NC5=C1C=C(C=C5)O. Drug 2: CC(C)(C#N)C1=CC(=CC(=C1)CN2C=NC=N2)C(C)(C)C#N. Cell line: PC-3. Synergy scores: CSS=16.9, Synergy_ZIP=-1.48, Synergy_Bliss=-1.08, Synergy_Loewe=-18.0, Synergy_HSA=-0.821. (3) Drug 1: CC1C(C(CC(O1)OC2CC(CC3=C2C(=C4C(=C3O)C(=O)C5=C(C4=O)C(=CC=C5)OC)O)(C(=O)C)O)N)O.Cl. Drug 2: C1=NC2=C(N1)C(=S)N=CN2. Cell line: UACC-257. Synergy scores: CSS=3.71, Synergy_ZIP=-6.05, Synergy_Bliss=-8.97, Synergy_Loewe=-12.6, Synergy_HSA=-10.4.